From a dataset of Forward reaction prediction with 1.9M reactions from USPTO patents (1976-2016). Predict the product of the given reaction. (1) Given the reactants [Cl:1][C:2]1[CH:3]=[CH:4][C:5]2[CH:9]=[C:8]([S:10](Cl)(=[O:12])=[O:11])[S:7][C:6]=2[CH:14]=1.Cl.[NH2:16][CH:17]1[CH2:21][CH2:20][N:19]([CH2:22][C:23]2[N:31]([S:32]([C:35]3[CH:40]=[CH:39][CH:38]=[CH:37][CH:36]=3)(=[O:34])=[O:33])[C:30]3[CH:29]=[CH:28][N:27]=[C:26]([Cl:41])[C:25]=3[CH:24]=2)[C:18]1=[O:42], predict the reaction product. The product is: [C:35]1([S:32]([N:31]2[C:30]3[CH:29]=[CH:28][N:27]=[C:26]([Cl:41])[C:25]=3[CH:24]=[C:23]2[CH2:22][N:19]2[CH2:20][CH2:21][C@H:17]([NH:16][S:10]([C:8]3[S:7][C:6]4[CH:14]=[C:2]([Cl:1])[CH:3]=[CH:4][C:5]=4[CH:9]=3)(=[O:12])=[O:11])[C:18]2=[O:42])(=[O:34])=[O:33])[CH:40]=[CH:39][CH:38]=[CH:37][CH:36]=1. (2) Given the reactants [Cl:1][C:2]1[CH:7]=[CH:6][C:5]([N:8]2[CH:12]=[C:11]([CH:13]3OCC[O:14]3)[N:10]=[C:9]2[CH3:18])=[CH:4][CH:3]=1.C12(CS(O)(=O)=O)C(C)(C)C(CC1)CC2=O, predict the reaction product. The product is: [Cl:1][C:2]1[CH:3]=[CH:4][C:5]([N:8]2[CH:12]=[C:11]([CH:13]=[O:14])[N:10]=[C:9]2[CH3:18])=[CH:6][CH:7]=1. (3) Given the reactants [F:1][C:2]([F:11])([F:10])[C:3]1[CH:4]=[CH:5][C:6](S)=[N:7][CH:8]=1.[Cl:12][O-].[Na+].O.[OH:16][S:17]([OH:20])(=O)=O, predict the reaction product. The product is: [F:1][C:2]([F:11])([F:10])[C:3]1[CH:4]=[CH:5][C:6]([S:17]([Cl:12])(=[O:20])=[O:16])=[N:7][CH:8]=1. (4) Given the reactants C([Li])CCC.[CH3:6][O:7][C:8](=[O:23])[CH2:9][CH:10]1[CH2:15][CH2:14][N:13]([C:16]([O:18][C:19]([CH3:22])([CH3:21])[CH3:20])=[O:17])[CH2:12][CH2:11]1.[H-].[Na+].[CH:26]([C:28]1[C:29]([NH:34][C:35](=[O:40])[C:36]([CH3:39])([CH3:38])[CH3:37])=[N:30][CH:31]=[CH:32][CH:33]=1)=[O:27], predict the reaction product. The product is: [OH:27][CH:26]([C:28]1[C:29]([NH:34][C:35](=[O:40])[C:36]([CH3:38])([CH3:37])[CH3:39])=[N:30][CH:31]=[CH:32][CH:33]=1)[CH:9]([CH:10]1[CH2:11][CH2:12][N:13]([C:16]([O:18][C:19]([CH3:20])([CH3:22])[CH3:21])=[O:17])[CH2:14][CH2:15]1)[C:8]([O:7][CH3:6])=[O:23].